Dataset: NCI-60 drug combinations with 297,098 pairs across 59 cell lines. Task: Regression. Given two drug SMILES strings and cell line genomic features, predict the synergy score measuring deviation from expected non-interaction effect. (1) Drug 1: CCN(CC)CCNC(=O)C1=C(NC(=C1C)C=C2C3=C(C=CC(=C3)F)NC2=O)C. Drug 2: C1CN(CCN1C(=O)CCBr)C(=O)CCBr. Cell line: M14. Synergy scores: CSS=8.56, Synergy_ZIP=-2.74, Synergy_Bliss=3.08, Synergy_Loewe=2.81, Synergy_HSA=1.69. (2) Drug 1: COC1=NC(=NC2=C1N=CN2C3C(C(C(O3)CO)O)O)N. Drug 2: CCN(CC)CCCC(C)NC1=C2C=C(C=CC2=NC3=C1C=CC(=C3)Cl)OC. Cell line: RXF 393. Synergy scores: CSS=6.78, Synergy_ZIP=-0.114, Synergy_Bliss=4.09, Synergy_Loewe=-10.2, Synergy_HSA=0.759. (3) Drug 1: CC1C(C(CC(O1)OC2CC(CC3=C2C(=C4C(=C3O)C(=O)C5=C(C4=O)C(=CC=C5)OC)O)(C(=O)C)O)N)O.Cl. Drug 2: CC1=C(C(CCC1)(C)C)C=CC(=CC=CC(=CC(=O)O)C)C. Cell line: HOP-62. Synergy scores: CSS=9.09, Synergy_ZIP=-4.03, Synergy_Bliss=-1.11, Synergy_Loewe=-16.1, Synergy_HSA=-4.96.